From a dataset of Forward reaction prediction with 1.9M reactions from USPTO patents (1976-2016). Predict the product of the given reaction. (1) Given the reactants [Br:1][C:2]1[CH:11]=[C:10]2[C:5]([CH:6]=[CH:7][C:8](Cl)=[N:9]2)=[N:4][CH:3]=1.[NH3:13].O, predict the reaction product. The product is: [Br:1][C:2]1[CH:11]=[C:10]2[C:5]([CH:6]=[CH:7][C:8]([NH2:13])=[N:9]2)=[N:4][CH:3]=1. (2) Given the reactants Br[C:2]1[N:7]=[CH:6][C:5]([C:8]([N:10]2[CH2:15][CH2:14][N:13]([C:16]3[C:21]([CH3:22])=[CH:20][C:19]([CH:23]4[CH2:25][CH2:24]4)=[CH:18][N:17]=3)[CH2:12][CH2:11]2)=[O:9])=[CH:4][CH:3]=1.[CH3:26][N:27]1[CH2:31][CH2:30][NH:29][C:28]1=[O:32], predict the reaction product. The product is: [CH:23]1([C:19]2[CH:20]=[C:21]([CH3:22])[C:16]([N:13]3[CH2:14][CH2:15][N:10]([C:8]([C:5]4[CH:4]=[CH:3][C:2]([N:29]5[CH2:30][CH2:31][N:27]([CH3:26])[C:28]5=[O:32])=[N:7][CH:6]=4)=[O:9])[CH2:11][CH2:12]3)=[N:17][CH:18]=2)[CH2:25][CH2:24]1. (3) The product is: [CH3:17][S:27]([C:3]1[CH:8]=[CH:7][CH:6]=[CH:5][C:4]=1[C:9]1[NH:13][CH:12]=[C:11]([CH:14]=[O:15])[CH:10]=1)(=[O:31])=[O:29]. Given the reactants CS[C:3]1[CH:8]=[CH:7][CH:6]=[CH:5][C:4]=1[C:9]1[NH:13][CH:12]=[C:11]([CH:14]=[O:15])[CH:10]=1.Cl[C:17]1C=CC=C(C(OO)=O)C=1.[S:27]([O-:31])([O-])(=[O:29])=S.[Na+].[Na+], predict the reaction product. (4) Given the reactants [CH3:1][O:2][C:3]1[CH:8]=[CH:7][C:6]([N+:9]([O-])=O)=[C:5]([S:12][CH3:13])[CH:4]=1, predict the reaction product. The product is: [CH3:1][O:2][C:3]1[CH:8]=[CH:7][C:6]([NH2:9])=[C:5]([S:12][CH3:13])[CH:4]=1. (5) Given the reactants [CH2:1]([N:3]1[C:7]2=[N:8][C:9]([CH2:37][CH3:38])=[C:10]([CH2:19][NH:20][C:21]([C:23]3[CH:28]=[CH:27][CH:26]=[CH:25][C:24]=3[NH:29]C(=O)OC(C)(C)C)=[O:22])[C:11]([NH:12][CH:13]3[CH2:18][CH2:17][O:16][CH2:15][CH2:14]3)=[C:6]2[CH:5]=[N:4]1)[CH3:2].Cl, predict the reaction product. The product is: [NH2:29][C:24]1[CH:25]=[CH:26][CH:27]=[CH:28][C:23]=1[C:21]([NH:20][CH2:19][C:10]1[C:11]([NH:12][CH:13]2[CH2:18][CH2:17][O:16][CH2:15][CH2:14]2)=[C:6]2[CH:5]=[N:4][N:3]([CH2:1][CH3:2])[C:7]2=[N:8][C:9]=1[CH2:37][CH3:38])=[O:22]. (6) The product is: [Cl:1][C:2]1[CH:3]=[C:4]2[C:8](=[CH:9][CH:10]=1)[NH:7][CH:6]=[C:5]2[CH2:11][N:12]1[C:20]([C:21]2[N:22]([CH3:26])[CH:23]=[CH:24][N:25]=2)=[C:19]2[C:14]([N:15]([CH2:31][CH:32]3[CH2:35][CH2:34][CH2:33]3)[C:16](=[O:29])[N:17]([CH3:28])[C:18]2=[O:27])=[N:13]1. Given the reactants [Cl:1][C:2]1[CH:3]=[C:4]2[C:8](=[CH:9][CH:10]=1)[NH:7][CH:6]=[C:5]2[CH2:11][N:12]1[C:20]([C:21]2[N:22]([CH3:26])[CH:23]=[CH:24][N:25]=2)=[C:19]2[C:14]([NH:15][C:16](=[O:29])[N:17]([CH3:28])[C:18]2=[O:27])=[N:13]1.Br[CH2:31][CH:32]1[CH2:35][CH2:34][CH2:33]1.C(=O)([O-])[O-].[K+].[K+], predict the reaction product. (7) Given the reactants [C:1]([O:5][C:6](=[O:15])[NH:7][C:8]1[CH:13]=[CH:12][C:11](I)=[CH:10][N:9]=1)([CH3:4])([CH3:3])[CH3:2].[CH2:16]([N:20]1[CH:24]=[CH:23][N:22]=[N:21]1)[CH2:17][C:18]#[CH:19].C(NC(C)C)(C)C.C(OCC)(=O)C, predict the reaction product. The product is: [C:1]([O:5][C:6](=[O:15])[NH:7][C:8]1[CH:13]=[CH:12][C:11]([C:19]#[C:18][CH2:17][CH2:16][N:20]2[CH:24]=[CH:23][N:22]=[N:21]2)=[CH:10][N:9]=1)([CH3:4])([CH3:3])[CH3:2].